This data is from Full USPTO retrosynthesis dataset with 1.9M reactions from patents (1976-2016). The task is: Predict the reactants needed to synthesize the given product. (1) Given the product [F:17][C:14]1[C:15]2[CH:16]=[C:8]3[C:7]4[N:6]=[C:5]([C:18]5[C:19]([N:38]([CH3:43])[S:39]([CH3:42])(=[O:41])=[O:40])=[CH:20][C:21]6[O:25][C:24]([C:26]7[CH:27]=[CH:28][C:29]([F:32])=[CH:30][CH:31]=7)=[C:23]([C:33]([NH:35][CH3:36])=[O:34])[C:22]=6[CH:37]=5)[CH:4]=[CH:3][C:2]=4[NH:1][C:44]4([CH2:47][CH2:46][CH2:45]4)[N:9]3[C:10]=2[CH:11]=[CH:12][CH:13]=1, predict the reactants needed to synthesize it. The reactants are: [NH2:1][C:2]1[CH:3]=[CH:4][C:5]([C:18]2[C:19]([N:38]([CH3:43])[S:39]([CH3:42])(=[O:41])=[O:40])=[CH:20][C:21]3[O:25][C:24]([C:26]4[CH:31]=[CH:30][C:29]([F:32])=[CH:28][CH:27]=4)=[C:23]([C:33]([NH:35][CH3:36])=[O:34])[C:22]=3[CH:37]=2)=[N:6][C:7]=1[C:8]1[NH:9][C:10]2[C:15]([CH:16]=1)=[C:14]([F:17])[CH:13]=[CH:12][CH:11]=2.[C:44]1(=O)[CH2:47][CH2:46][CH2:45]1.Cl.CO. (2) Given the product [ClH:24].[Br:22][C:17]1[CH:18]=[CH:19][CH:20]=[CH:21][C:16]=1[C:15]([N:11]1[CH2:12][CH2:13][CH2:14][NH:8][CH2:9][CH2:10]1)=[O:23], predict the reactants needed to synthesize it. The reactants are: C(OC([N:8]1[CH2:14][CH2:13][CH2:12][N:11]([C:15](=[O:23])[C:16]2[CH:21]=[CH:20][CH:19]=[CH:18][C:17]=2[Br:22])[CH2:10][CH2:9]1)=O)(C)(C)C.[ClH:24].CO. (3) Given the product [CH2:17]([O:16][C:13]1[CH:12]=[CH:11][C:10]([C:8]([C:3]2[CH:4]=[CH:5][CH:6]=[CH:7][C:2]=2[F:1])=[O:9])=[CH:15][CH:14]=1)[C:18]1[CH:23]=[CH:22][CH:21]=[CH:20][CH:19]=1, predict the reactants needed to synthesize it. The reactants are: [F:1][C:2]1[CH:7]=[CH:6][CH:5]=[CH:4][C:3]=1[C:8]([C:10]1[CH:15]=[CH:14][C:13]([OH:16])=[CH:12][CH:11]=1)=[O:9].[CH2:17](O[C:21]1[CH:22]=[CH:23][C:18]([C:17](C2C=CC=CC=2)=O)=[CH:19][CH:20]=1)[C:18]1[CH:23]=[CH:22][CH:21]=[CH:20][CH:19]=1. (4) Given the product [Br:20][C:16]1[CH:15]=[C:14]([CH3:21])[C:13]2[NH:12][C:11]3[CH2:22][CH2:23][NH:8][CH2:9][C:10]=3[C:18]=2[C:17]=1[Cl:19], predict the reactants needed to synthesize it. The reactants are: C(OC([N:8]1[CH2:23][CH2:22][C@H:11]2[NH:12][C:13]3[C:14]([CH3:21])=[CH:15][C:16]([Br:20])=[C:17]([Cl:19])[C:18]=3[C@H:10]2[CH2:9]1)=O)(C)(C)C.C(=O)([O-])[O-].[K+].[K+].C([Zn]CC)C.C(O)(C(F)(F)F)=O.C(Cl)Cl. (5) Given the product [N:13]1[CH:14]=[CH:15][CH:16]=[C:11]([CH2:10][O:1][N:2]2[CH:6]=[CH:5][N+:4]([O-:7])=[CH:3]2)[CH:12]=1, predict the reactants needed to synthesize it. The reactants are: [OH:1][N:2]1[CH:6]=[CH:5][N+:4]([O-:7])=[CH:3]1.Br.Br[CH2:10][C:11]1[CH:12]=[N:13][CH:14]=[CH:15][CH:16]=1. (6) Given the product [Cl:17][C:18]1[CH:19]=[C:20]([NH:2][C:1]2[C:3]3[C:4](=[CH:5][CH:6]=[C:7]([N+:9]([O-:11])=[O:10])[CH:8]=3)[N:12]=[CH:13][N:14]=2)[CH:22]=[CH:23][C:24]=1[F:25], predict the reactants needed to synthesize it. The reactants are: [C:1]([C:3]1[CH:8]=[C:7]([N+:9]([O-:11])=[O:10])[CH:6]=[CH:5][C:4]=1[N:12]=[CH:13][N:14](C)C)#[N:2].[Cl:17][C:18]1[CH:19]=[C:20]([CH:22]=[CH:23][C:24]=1[F:25])N. (7) Given the product [Br:1][C:2]1[C:7]([CH2:8][C:9]2([CH2:12][O:13][C:14]3[CH:15]=[CH:16][C:17]([O:20][CH3:21])=[CH:18][CH:19]=3)[CH2:11][CH2:10]2)=[C:6]([CH3:22])[N:5]=[C:4]([O:23][CH3:28])[C:3]=1[CH:24]([CH3:26])[CH3:25], predict the reactants needed to synthesize it. The reactants are: [Br:1][C:2]1[C:7]([CH2:8][C:9]2([CH2:12][O:13][C:14]3[CH:19]=[CH:18][C:17]([O:20][CH3:21])=[CH:16][CH:15]=3)[CH2:11][CH2:10]2)=[C:6]([CH3:22])[NH:5][C:4](=[O:23])[C:3]=1[CH:24]([CH3:26])[CH3:25].I[CH3:28]. (8) The reactants are: CO[C:3]([C:5]1[C:6]([OH:28])=[C:7]2[C:12](=[CH:13][N:14]=1)[N:11]([CH2:15][CH:16]1[CH2:20][CH2:19][CH2:18][CH2:17]1)[C:10](=[O:21])[C:9]([C:22]1[CH:27]=[CH:26][CH:25]=[CH:24][CH:23]=1)=[CH:8]2)=[O:4].[NH2:29][CH2:30][CH2:31][CH2:32][C:33]([OH:35])=[O:34].C[O-].[Na+]. Given the product [CH:16]1([CH2:15][N:11]2[C:12]3[C:7](=[C:6]([OH:28])[C:5]([C:3]([NH:29][CH2:30][CH2:31][CH2:32][C:33]([OH:35])=[O:34])=[O:4])=[N:14][CH:13]=3)[CH:8]=[C:9]([C:22]3[CH:23]=[CH:24][CH:25]=[CH:26][CH:27]=3)[C:10]2=[O:21])[CH2:20][CH2:19][CH2:18][CH2:17]1, predict the reactants needed to synthesize it.